This data is from Reaction yield outcomes from USPTO patents with 853,638 reactions. The task is: Predict the reaction yield, written as a fraction of the theoretical maximum amount of product (1.0 means a 100% yield; for example, 0.34 means a 34% yield). No catalyst specified. The reactants are COC1C=[CH:14][C:6]([C:7]([C:9]([N:11](C)C)=N)=O)=[C:5]([CH3:16])C=1.CC(C)([O-:20])C.[K+].[CH2:23]1[CH2:27][O:26][CH2:25][CH2:24]1. The product is [CH3:25][O:26][C:27]1[CH:14]=[C:6]2[C:7](=[CH:24][CH:23]=1)[C:9]([OH:20])=[N:11][CH:16]=[CH:5]2. The yield is 0.936.